From a dataset of Peptide-MHC class I binding affinity with 185,985 pairs from IEDB/IMGT. Regression. Given a peptide amino acid sequence and an MHC pseudo amino acid sequence, predict their binding affinity value. This is MHC class I binding data. (1) The peptide sequence is YVCPSEIPL. The MHC is HLA-B35:01 with pseudo-sequence HLA-B35:01. The binding affinity (normalized) is 0.689. (2) The peptide sequence is WEGNPGRFW. The MHC is HLA-B44:02 with pseudo-sequence HLA-B44:02. The binding affinity (normalized) is 0.763. (3) The peptide sequence is RPNMSRHHF. The MHC is HLA-B35:01 with pseudo-sequence HLA-B35:01. The binding affinity (normalized) is 0.0178. (4) The peptide sequence is VGPEWEPV. The MHC is H-2-Db with pseudo-sequence H-2-Db. The binding affinity (normalized) is 0.